Dataset: Catalyst prediction with 721,799 reactions and 888 catalyst types from USPTO. Task: Predict which catalyst facilitates the given reaction. Reactant: [Cl:1][C:2]1[C:8]([C:9]2([CH3:12])[CH2:11][CH2:10]2)=[CH:7][C:5]([NH2:6])=[C:4]([O:13][CH3:14])[CH:3]=1.[C:15]([O:19][CH2:20][CH3:21])(=[O:18])[CH:16]=O.C([BH3-])#N.[Na+]. Product: [Cl:1][C:2]1[C:8]([C:9]2([CH3:12])[CH2:10][CH2:11]2)=[CH:7][C:5]([NH:6][CH2:16][C:15]([O:19][CH2:20][CH3:21])=[O:18])=[C:4]([O:13][CH3:14])[CH:3]=1. The catalyst class is: 467.